This data is from Full USPTO retrosynthesis dataset with 1.9M reactions from patents (1976-2016). The task is: Predict the reactants needed to synthesize the given product. Given the product [CH2:15]([O:14][C:11]1[CH:12]=[CH:13][C:8]([C:6](=[O:7])[CH3:1])=[N:9][CH:10]=1)[C:16]1[CH:17]=[CH:18][CH:19]=[CH:20][CH:21]=1, predict the reactants needed to synthesize it. The reactants are: [CH3:1][Li].CON(C)[C:6]([C:8]1[CH:13]=[CH:12][C:11]([O:14][CH2:15][C:16]2[CH:21]=[CH:20][CH:19]=[CH:18][CH:17]=2)=[CH:10][N:9]=1)=[O:7].